Dataset: Full USPTO retrosynthesis dataset with 1.9M reactions from patents (1976-2016). Task: Predict the reactants needed to synthesize the given product. (1) Given the product [Cl:32][CH2:31][CH2:30][O:29][CH:21]([C:22]1[CH:27]=[N:26][C:25]([Cl:28])=[CH:24][CH:23]=1)[C:5]#[N:6], predict the reactants needed to synthesize it. The reactants are: C[Si]([C:5]#[N:6])(C)C.C(C(C#N)=C(C#N)C#N)#N.ClCCO[CH:21]([O:29][CH2:30][CH2:31][Cl:32])[C:22]1[CH:23]=[CH:24][C:25]([Cl:28])=[N:26][CH:27]=1. (2) The reactants are: [CH3:1][O:2][C:3](=[O:15])[C:4]1[CH:9]=[CH:8][CH:7]=[C:6]([NH:10][C:11](=[O:14])[CH2:12]Br)[CH:5]=1.[CH:16]([C:19]1[C:24]([CH3:25])=[CH:23][CH:22]=[CH:21][C:20]=1O)([CH3:18])[CH3:17].C(=O)([O-])[O-:28].[K+].[K+]. Given the product [CH:16]([C:19]1[CH:20]=[CH:21][C:22]([O:28][CH2:12][C:11]([NH:10][C:6]2[CH:5]=[C:4]([CH:9]=[CH:8][CH:7]=2)[C:3]([O:2][CH3:1])=[O:15])=[O:14])=[CH:23][C:24]=1[CH3:25])([CH3:18])[CH3:17], predict the reactants needed to synthesize it. (3) Given the product [CH2:18]([O:20][C:21](=[O:40])[CH2:22][C:23]1[CH:28]=[CH:27][C:26]([O:29][CH3:30])=[C:25]([CH2:2][C:3]2[CH:8]=[CH:7][C:6]([N+:9]([O-:11])=[O:10])=[CH:5][C:4]=2[CH2:12][S:13][C:14]([CH3:17])([CH3:16])[CH3:15])[CH:24]=1)[CH3:19], predict the reactants needed to synthesize it. The reactants are: Br[CH2:2][C:3]1[CH:8]=[CH:7][C:6]([N+:9]([O-:11])=[O:10])=[CH:5][C:4]=1[CH2:12][S:13][C:14]([CH3:17])([CH3:16])[CH3:15].[CH2:18]([O:20][C:21](=[O:40])[CH2:22][C:23]1[CH:28]=[CH:27][C:26]([O:29][CH3:30])=[C:25](B2OC(C)(C)C(C)(C)O2)[CH:24]=1)[CH3:19].C(=O)([O-])[O-].[K+].[K+].